Task: Predict the reactants needed to synthesize the given product.. Dataset: Full USPTO retrosynthesis dataset with 1.9M reactions from patents (1976-2016) (1) Given the product [CH2:36]([O:43][C:41]([CH2:40][C:38](=[O:39])[CH2:4][C@H:5]1[CH2:6][CH2:7][C@H:8]([O:11][C:12]([N:14]2[CH2:23][CH2:22][C:21]3[C:16](=[CH:17][CH:18]=[C:19]([NH:24][C:25]([NH:27][C:28]4[CH:33]=[CH:32][CH:31]=[CH:30][C:29]=4[F:34])=[O:26])[CH:20]=3)[CH2:15]2)=[O:13])[CH2:9][CH2:10]1)=[O:42])[CH3:44], predict the reactants needed to synthesize it. The reactants are: C([CH2:4][C@H:5]1[CH2:10][CH2:9][C@H:8]([O:11][C:12]([N:14]2[CH2:23][CH2:22][C:21]3[C:16](=[CH:17][CH:18]=[C:19]([NH:24][C:25]([NH:27][C:28]4[CH:33]=[CH:32][CH:31]=[CH:30][C:29]=4[F:34])=[O:26])[CH:20]=3)[CH2:15]2)=[O:13])[CH2:7][CH2:6]1)(O)=O.C[C:36]1([CH3:44])[O:43][C:41](=[O:42])[CH2:40][C:38](=[O:39])O1.CN(C1C=CC=CN=1)C.CCN=C=NCCCN(C)C. (2) Given the product [Cl:11][C:10]1[N:9]=[C:8]([C:12]2[C:21]3[C:16](=[CH:17][CH:18]=[CH:19][CH:20]=3)[CH:15]=[CH:14][CH:13]=2)[N:7]([CH2:22][CH3:23])[C:6]=1[C:4]([OH:5])=[O:3], predict the reactants needed to synthesize it. The reactants are: C([O:3][C:4]([C:6]1[N:7]([CH2:22][CH3:23])[C:8]([C:12]2[C:21]3[C:16](=[CH:17][CH:18]=[CH:19][CH:20]=3)[CH:15]=[CH:14][CH:13]=2)=[N:9][C:10]=1[Cl:11])=[O:5])C.[OH-].[Li+].